From a dataset of Forward reaction prediction with 1.9M reactions from USPTO patents (1976-2016). Predict the product of the given reaction. Given the reactants I[CH2:2][CH2:3][CH2:4][CH2:5][CH2:6][C:7]([O:9][C:10]([CH3:13])([CH3:12])[CH3:11])=[O:8].[C:14]1([OH:20])[CH:19]=[CH:18][CH:17]=[CH:16][CH:15]=1.C([O-])([O-])=O.[K+].[K+], predict the reaction product. The product is: [O:20]([CH2:2][CH2:3][CH2:4][CH2:5][CH2:6][C:7]([O:9][C:10]([CH3:13])([CH3:12])[CH3:11])=[O:8])[C:14]1[CH:19]=[CH:18][CH:17]=[CH:16][CH:15]=1.